Dataset: Forward reaction prediction with 1.9M reactions from USPTO patents (1976-2016). Task: Predict the product of the given reaction. (1) Given the reactants [CH3:1][CH2:2][C@H:3]1[O:18][C:16](=[O:17])[C@H:15]([CH3:19])[C@@H:14]([O:20][C@@H:21]2[O:26][C@@H:25]([CH3:27])[C@H:24]([OH:28])[C@@:23]([O:30][CH3:31])([CH3:29])[CH2:22]2)[C@H:13]([CH3:32])[C@@H:12]([O:33][C@@H:34]2[O:39][C@H:38]([CH3:40])[CH2:37][C@H:36]([N:41]([CH3:43])[CH3:42])[C@H:35]2[OH:44])[C@@:11]([OH:46])([CH3:45])[CH2:10][C@@H:9]([CH3:47])[C:7](=[O:8])[C@H:6]([CH3:48])[C@@H:5]([OH:49])[C@@:4]1([OH:51])[CH3:50].C(S)#N.ClCCl.C(OCCCC)(=O)C, predict the reaction product. The product is: [CH3:1][CH2:2][C@H:3]1[O:18][C:16](=[O:17])[C@H:15]([CH3:19])[C@@H:14]([O:20][C@@H:21]2[O:26][C@@H:25]([CH3:27])[C@H:24]([OH:28])[C@@:23]([O:30][CH3:31])([CH3:29])[CH2:22]2)[C@H:13]([CH3:32])[C@@H:12]([O:33][C@@H:34]2[O:39][C@H:38]([CH3:40])[CH2:37][C@H:36]([N:41]([CH3:42])[CH3:43])[C@H:35]2[OH:44])[C@@:11]([OH:46])([CH3:45])[CH2:10][C@@H:9]([CH3:47])[C:7](=[O:8])[C@H:6]([CH3:48])[C@@H:5]([OH:49])[C@@:4]1([OH:51])[CH3:50]. (2) The product is: [NH:98]1[C:80]2[CH:75]=[CH:76][C:77]([N:82]3[C@@H:10]([C:61]4[CH:60]=[CH:59][C:64]([N:65]([CH:66]5[CH2:67][CH2:58]5)[CH:90]5[CH2:91][CH2:86]5)=[CH:63][CH:62]=4)[CH2:7][O:6][C:4]3=[O:5])=[CH:78][C:79]=2[N:99]=[CH:97]1. Given the reactants C(=O)(O[C:4]([O:6][C:7]([CH3:10])(C)C)=[O:5])N.CC[C@H]1[C@H]2C[C@H]([C@H](OC3C4C(=CC=CC=4)C(O[C@H]([C:58]4[CH:67]=[CH:66][N:65]=[C:64]5[C:59]=4[CH:60]=[C:61](OC)[CH:62]=[CH:63]5)[C@@H]4N5C[C@H](CC)[C@@H](CC5)C4)=NN=3)C3C=CN=C4C=3C=C(OC)C=C4)N(CC2)C1.S(Cl)(Cl)=O.Br[C:75]1[CH:80]=[CH:79][C:78](N)=[C:77]([NH2:82])[CH:76]=1.[F-].[Cs+].N[CH:86]1[CH2:91][CH2:90]CCC1N.C(O)(=O)C.[CH:97]([NH2:99])=[NH:98], predict the reaction product. (3) Given the reactants [Cl:1][C:2]1[CH:10]=[C:6]([C:7]([OH:9])=O)[C:5]([OH:11])=[CH:4][CH:3]=1.[C:12]([C:16]1[CH:17]=[C:18]([CH:20]=[CH:21][CH:22]=1)[NH2:19])([CH3:15])([CH3:14])[CH3:13].P(Cl)(Cl)Cl.C(Cl)Cl, predict the reaction product. The product is: [C:12]([C:16]1[CH:17]=[C:18]([NH:19][C:7](=[O:9])[C:6]2[CH:10]=[C:2]([Cl:1])[CH:3]=[CH:4][C:5]=2[OH:11])[CH:20]=[CH:21][CH:22]=1)([CH3:15])([CH3:13])[CH3:14]. (4) Given the reactants C(OC(=O)[NH:7][C:8]1[N:9]=[C:10]2[CH:15]=[CH:14][C:13]([CH2:16][N:17]3[C:21]4[CH:22]=[C:23]([Br:26])[CH:24]=[CH:25][C:20]=4[N:19]=[N:18]3)=[N:12][N:11]2[CH:27]=1)(C)(C)C.[ClH:29].O1CCOCC1, predict the reaction product. The product is: [ClH:29].[Br:26][C:23]1[CH:24]=[CH:25][C:20]2[N:19]=[N:18][N:17]([CH2:16][C:13]3[CH:14]=[CH:15][C:10]4[N:11]([CH:27]=[C:8]([NH2:7])[N:9]=4)[N:12]=3)[C:21]=2[CH:22]=1. (5) Given the reactants Br[C:2]1[CH:3]=[N:4][C:5]([Cl:8])=[N:6][CH:7]=1.[CH3:9][N:10]1[CH:14]=[C:13](B2OC(C)(C)C(C)(C)O2)[CH:12]=[N:11]1.C([O-])([O-])=O.[Cs+].[Cs+].C(Cl)Cl, predict the reaction product. The product is: [Cl:8][C:5]1[N:4]=[CH:3][C:2]([C:13]2[CH:12]=[N:11][N:10]([CH3:9])[CH:14]=2)=[CH:7][N:6]=1.